This data is from NCI-60 drug combinations with 297,098 pairs across 59 cell lines. The task is: Regression. Given two drug SMILES strings and cell line genomic features, predict the synergy score measuring deviation from expected non-interaction effect. (1) Drug 1: C1CN1C2=NC(=NC(=N2)N3CC3)N4CC4. Drug 2: CN(C(=O)NC(C=O)C(C(C(CO)O)O)O)N=O. Cell line: UACC-257. Synergy scores: CSS=7.77, Synergy_ZIP=1.15, Synergy_Bliss=0.286, Synergy_Loewe=-8.18, Synergy_HSA=0.599. (2) Drug 1: C1CNP(=O)(OC1)N(CCCl)CCCl. Drug 2: CNC(=O)C1=NC=CC(=C1)OC2=CC=C(C=C2)NC(=O)NC3=CC(=C(C=C3)Cl)C(F)(F)F. Cell line: OVCAR3. Synergy scores: CSS=40.8, Synergy_ZIP=11.1, Synergy_Bliss=9.80, Synergy_Loewe=-6.18, Synergy_HSA=0.340. (3) Drug 1: CC(CN1CC(=O)NC(=O)C1)N2CC(=O)NC(=O)C2. Drug 2: C1=CC=C(C=C1)NC(=O)CCCCCCC(=O)NO. Cell line: OVCAR-4. Synergy scores: CSS=9.76, Synergy_ZIP=-4.36, Synergy_Bliss=-5.08, Synergy_Loewe=-8.72, Synergy_HSA=-3.97. (4) Drug 1: CCC1(CC2CC(C3=C(CCN(C2)C1)C4=CC=CC=C4N3)(C5=C(C=C6C(=C5)C78CCN9C7C(C=CC9)(C(C(C8N6C)(C(=O)OC)O)OC(=O)C)CC)OC)C(=O)OC)O.OS(=O)(=O)O. Drug 2: CN(C(=O)NC(C=O)C(C(C(CO)O)O)O)N=O. Cell line: SK-OV-3. Synergy scores: CSS=2.05, Synergy_ZIP=-5.22, Synergy_Bliss=-6.31, Synergy_Loewe=-95.9, Synergy_HSA=-7.53. (5) Drug 1: C1CCN(CC1)CCOC2=CC=C(C=C2)C(=O)C3=C(SC4=C3C=CC(=C4)O)C5=CC=C(C=C5)O. Drug 2: C1C(C(OC1N2C=C(C(=O)NC2=O)F)CO)O. Cell line: CAKI-1. Synergy scores: CSS=27.6, Synergy_ZIP=0.0129, Synergy_Bliss=0.129, Synergy_Loewe=-9.69, Synergy_HSA=2.18. (6) Synergy scores: CSS=0.377, Synergy_ZIP=5.91, Synergy_Bliss=-0.403, Synergy_Loewe=-2.59, Synergy_HSA=-2.34. Drug 2: C1=C(C(=O)NC(=O)N1)N(CCCl)CCCl. Drug 1: C1CCC(C1)C(CC#N)N2C=C(C=N2)C3=C4C=CNC4=NC=N3. Cell line: NCI-H322M. (7) Drug 1: CCC(=C(C1=CC=CC=C1)C2=CC=C(C=C2)OCCN(C)C)C3=CC=CC=C3.C(C(=O)O)C(CC(=O)O)(C(=O)O)O. Drug 2: CC1=C(C=C(C=C1)NC(=O)C2=CC=C(C=C2)CN3CCN(CC3)C)NC4=NC=CC(=N4)C5=CN=CC=C5. Cell line: SF-539. Synergy scores: CSS=8.89, Synergy_ZIP=-1.12, Synergy_Bliss=4.72, Synergy_Loewe=-2.12, Synergy_HSA=2.52.